Dataset: Aqueous solubility values for 9,982 compounds from the AqSolDB database. Task: Regression/Classification. Given a drug SMILES string, predict its absorption, distribution, metabolism, or excretion properties. Task type varies by dataset: regression for continuous measurements (e.g., permeability, clearance, half-life) or binary classification for categorical outcomes (e.g., BBB penetration, CYP inhibition). For this dataset (solubility_aqsoldb), we predict Y. The drug is CCCCCCCCCCCC(=O)N[C@@H](CCC(=O)O)C(=O)[O-].[Na+]. The Y is -3.61 log mol/L.